Task: Predict the reaction yield, written as a fraction of the theoretical maximum amount of product (1.0 means a 100% yield; for example, 0.34 means a 34% yield).. Dataset: Reaction yield outcomes from USPTO patents with 853,638 reactions The reactants are [CH3:1][O:2][C:3](=[O:18])[CH:4]=[C:5]1[CH2:10][CH2:9][N:8]([C:11]([O:13][C:14]([CH3:17])([CH3:16])[CH3:15])=[O:12])[CH2:7][CH2:6]1.O. The catalyst is CO.[Pd]. The product is [CH3:1][O:2][C:3](=[O:18])[CH2:4][CH:5]1[CH2:6][CH2:7][N:8]([C:11]([O:13][C:14]([CH3:16])([CH3:15])[CH3:17])=[O:12])[CH2:9][CH2:10]1. The yield is 0.990.